This data is from Full USPTO retrosynthesis dataset with 1.9M reactions from patents (1976-2016). The task is: Predict the reactants needed to synthesize the given product. (1) Given the product [C:20]1([C@H:26]([NH:28][C:2]2[N:6]3[CH:7]=[C:8]([S:11]([C:14]4[CH:19]=[CH:18][CH:17]=[CH:16][CH:15]=4)(=[O:13])=[O:12])[CH:9]=[CH:10][C:5]3=[N:4][N:3]=2)[CH3:27])[CH:25]=[CH:24][CH:23]=[CH:22][CH:21]=1, predict the reactants needed to synthesize it. The reactants are: Cl[C:2]1[N:6]2[CH:7]=[C:8]([S:11]([C:14]3[CH:19]=[CH:18][CH:17]=[CH:16][CH:15]=3)(=[O:13])=[O:12])[CH:9]=[CH:10][C:5]2=[N:4][N:3]=1.[C:20]1([C@H:26]([NH2:28])[CH3:27])[CH:25]=[CH:24][CH:23]=[CH:22][CH:21]=1. (2) Given the product [Cl:29][C:28]([Cl:31])([Cl:30])[CH2:27][O:26][C:24](=[O:25])[NH:1][C:2]1[N:6]([C:7]2[CH:8]=[C:9]([O:13][CH2:14][CH2:15][OH:16])[N:10]=[N:11][CH:12]=2)[N:5]=[C:4]([C:17]([CH3:20])([CH3:19])[CH3:18])[CH:3]=1, predict the reactants needed to synthesize it. The reactants are: [NH2:1][C:2]1[N:6]([C:7]2[CH:8]=[C:9]([O:13][CH2:14][CH2:15][OH:16])[N:10]=[N:11][CH:12]=2)[N:5]=[C:4]([C:17]([CH3:20])([CH3:19])[CH3:18])[CH:3]=1.[OH-].[Na+].Cl[C:24]([O:26][CH2:27][C:28]([Cl:31])([Cl:30])[Cl:29])=[O:25].